This data is from Full USPTO retrosynthesis dataset with 1.9M reactions from patents (1976-2016). The task is: Predict the reactants needed to synthesize the given product. (1) Given the product [CH3:19][S:15][C:12]1[NH:13][CH:14]=[C:9]([CH2:8][C:6]2[CH:5]=[CH:4][NH:3][C:2](=[O:1])[CH:7]=2)[C:10](=[O:16])[N:11]=1, predict the reactants needed to synthesize it. The reactants are: [O:1]=[C:2]1[CH:7]=[C:6]([CH2:8][C:9]2[C:10](=[O:16])[NH:11][C:12](=[S:15])[NH:13][CH:14]=2)[CH:5]=[CH:4][NH:3]1.[OH-].[K+].[CH3:19]I. (2) Given the product [O:3]=[C:2]1[NH:4][C:13](=[O:12])[C:14]([C:15]([O:17][CH2:18][CH3:19])=[O:16])=[CH:20][NH:1]1, predict the reactants needed to synthesize it. The reactants are: [NH2:1][C:2]([NH2:4])=[O:3].CC[O-].[Na+].[Na].C([O:12][CH:13]=[C:14]([C:20](OCC)=O)[C:15]([O:17][CH2:18][CH3:19])=[O:16])C.